The task is: Predict which catalyst facilitates the given reaction.. This data is from Catalyst prediction with 721,799 reactions and 888 catalyst types from USPTO. (1) Product: [Br:1][C:2]1[CH:3]=[C:4]([NH:9][S:10]([C:13]2[CH:18]=[CH:17][C:16]([F:19])=[CH:15][C:14]=2[F:20])(=[O:11])=[O:12])[C:5]([Cl:8])=[N:6][CH:7]=1. The catalyst class is: 12. Reactant: [Br:1][C:2]1[CH:3]=[C:4]([N:9](S(C2C=CC(F)=CC=2F)(=O)=O)[S:10]([C:13]2[CH:18]=[CH:17][C:16]([F:19])=[CH:15][C:14]=2[F:20])(=[O:12])=[O:11])[C:5]([Cl:8])=[N:6][CH:7]=1.[OH-].[K+]. (2) Reactant: [CH2:1]([C:5]1[N:6]=[C:7]([CH3:28])[NH:8][C:9](=[O:27])[C:10]=1[CH2:11][C:12]1[CH:17]=[CH:16][C:15]([C:18]2[C:19]([C:24]#[N:25])=[CH:20][CH:21]=[CH:22][CH:23]=2)=[CH:14][C:13]=1[F:26])[CH2:2][CH2:3][CH3:4].[C:29]([C:32]1[CH:33]=[C:34](B(O)O)[CH:35]=[CH:36][CH:37]=1)(=[O:31])[CH3:30].C(N(CC)CC)C.N1C=CC=CC=1. Product: [C:29]([C:32]1[CH:37]=[C:36]([N:8]2[C:9](=[O:27])[C:10]([CH2:11][C:12]3[CH:17]=[CH:16][C:15]([C:18]4[C:19]([C:24]#[N:25])=[CH:20][CH:21]=[CH:22][CH:23]=4)=[CH:14][C:13]=3[F:26])=[C:5]([CH2:1][CH2:2][CH2:3][CH3:4])[N:6]=[C:7]2[CH3:28])[CH:35]=[CH:34][CH:33]=1)(=[O:31])[CH3:30]. The catalyst class is: 297. (3) Reactant: [F:1][C@H:2]1[C@@H:7]([O:8][CH3:9])[CH2:6][CH2:5][N:4]([C:10]2[N:15]=[C:14]([NH:16][C:17]3[N:22]=[CH:21][C:20]4[C:23]([C:29]5[NH:33][N:32]=[CH:31][C:30]=5[CH3:34])=[CH:24][N:25]([CH:26]([CH3:28])[CH3:27])[C:19]=4[CH:18]=3)[CH:13]=[CH:12][N:11]=2)[CH2:3]1.Br[CH2:36][CH2:37][OH:38].C(=O)([O-])[O-].[Cs+].[Cs+].CN(C)C=O. Product: [F:1][C@H:2]1[C@@H:7]([O:8][CH3:9])[CH2:6][CH2:5][N:4]([C:10]2[N:15]=[C:14]([NH:16][C:17]3[N:22]=[CH:21][C:20]4[C:23]([C:29]5[C:30]([CH3:34])=[CH:31][N:32]([CH2:36][CH2:37][OH:38])[N:33]=5)=[CH:24][N:25]([CH:26]([CH3:28])[CH3:27])[C:19]=4[CH:18]=3)[CH:13]=[CH:12][N:11]=2)[CH2:3]1. The catalyst class is: 25.